From a dataset of Catalyst prediction with 721,799 reactions and 888 catalyst types from USPTO. Predict which catalyst facilitates the given reaction. (1) Reactant: [NH2:1][C:2]1[CH:7]=[CH:6][C:5]([C:8]([C:10]2[CH:15]=[CH:14][C:13]([Cl:16])=[CH:12][CH:11]=2)=[O:9])=[CH:4][CH:3]=1.CCN(CC)CC.Cl[C:25](=[O:32])[CH2:26][C:27]([O:29][CH2:30][CH3:31])=[O:28].C([O-])([O-])=O.[K+].[K+]. Product: [Cl:16][C:13]1[CH:14]=[CH:15][C:10]([C:8]([C:5]2[CH:6]=[CH:7][C:2]([NH:1][C:25](=[O:32])[CH2:26][C:27]([O:29][CH2:30][CH3:31])=[O:28])=[CH:3][CH:4]=2)=[O:9])=[CH:11][CH:12]=1. The catalyst class is: 2. (2) Reactant: CCOC1N(C(OCC)=O)C2C(=CC=CC=2)C=C1.[NH2:19][C:20]1[CH:27]=[CH:26][C:23]([CH2:24][OH:25])=[CH:22][CH:21]=1.[CH2:28]([O:31][C:32]([NH:34][C@@H:35]([CH:44]([CH3:46])[CH3:45])[C:36]([NH:38][C@@H:39]([CH3:43])[C:40](O)=[O:41])=[O:37])=[O:33])[CH:29]=[CH2:30]. Product: [OH:25][CH2:24][C:23]1[CH:26]=[CH:27][C:20]([NH:19][C:40](=[O:41])[C@@H:39]([NH:38][C:36](=[O:37])[C@@H:35]([NH:34][C:32](=[O:33])[O:31][CH2:28][CH:29]=[CH2:30])[CH:44]([CH3:46])[CH3:45])[CH3:43])=[CH:21][CH:22]=1. The catalyst class is: 1. (3) Reactant: [N+](=[CH:3][C:4]([C@@H:6]1[CH2:11][CH2:10][CH2:9][CH2:8][C@H:7]1[C:12]([O:14][CH3:15])=[O:13])=[O:5])=[N-].[ClH:16].O1CCOCC1. Product: [Cl:16][CH2:3][C:4]([C@@H:6]1[CH2:11][CH2:10][CH2:9][CH2:8][C@H:7]1[C:12]([O:14][CH3:15])=[O:13])=[O:5]. The catalyst class is: 2. (4) Product: [CH3:14][O:13][C:11]1[CH:10]=[N:9][N:8]([CH2:1][C:2]2[CH:3]=[CH:4][CH:5]=[CH:6][CH:7]=2)[CH:12]=1. The catalyst class is: 31. Reactant: [CH2:1]([N:8]1[CH:12]=[C:11]([OH:13])[CH:10]=[N:9]1)[C:2]1[CH:7]=[CH:6][CH:5]=[CH:4][CH:3]=1.[C:14]([O-])([O-])=O.[Cs+].[Cs+]. (5) Reactant: [F:1][C:2]1[CH:7]=[CH:6][C:5]([N:8]2[C:16]3[C:11](=[CH:12][C:13]([CH2:17][OH:18])=[CH:14][CH:15]=3)[CH:10]=[N:9]2)=[CH:4][CH:3]=1.CC(C)=[O:21].OS(O)(=O)=O.O=[Cr](=O)=O. Product: [F:1][C:2]1[CH:3]=[CH:4][C:5]([N:8]2[C:16]3[C:11](=[CH:12][C:13]([C:17]([OH:21])=[O:18])=[CH:14][CH:15]=3)[CH:10]=[N:9]2)=[CH:6][CH:7]=1. The catalyst class is: 21. (6) Reactant: [NH3:1].[Cl:2][C:3]1[S:4][C:5]([S:9](Cl)(=[O:11])=[O:10])=[C:6]([CH3:8])[N:7]=1. The catalyst class is: 7. Product: [Cl:2][C:3]1[S:4][C:5]([S:9]([NH2:1])(=[O:11])=[O:10])=[C:6]([CH3:8])[N:7]=1. (7) Product: [Cl:1][C:2]1[N:3]=[C:4]([O:20][C:21]2([CH3:25])[CH2:24][CH2:23][CH2:22]2)[C:5]2[C:10]([C:34]3[CH:33]=[CH:32][C:30]4[N:31]=[C:27]([CH3:26])[O:28][C:29]=4[CH:35]=3)=[CH:9][N:8]([CH2:12][O:13][CH2:14][CH2:15][Si:16]([CH3:19])([CH3:18])[CH3:17])[C:6]=2[N:7]=1. The catalyst class is: 6. Reactant: [Cl:1][C:2]1[N:3]=[C:4]([O:20][C:21]2([CH3:25])[CH2:24][CH2:23][CH2:22]2)[C:5]2[C:10](I)=[CH:9][N:8]([CH2:12][O:13][CH2:14][CH2:15][Si:16]([CH3:19])([CH3:18])[CH3:17])[C:6]=2[N:7]=1.[CH3:26][C:27]1[O:28][C:29]2[CH:35]=[C:34](B3OC(C)(C)C(C)(C)O3)[CH:33]=[CH:32][C:30]=2[N:31]=1.P([O-])([O-])([O-])=O.[K+].[K+].[K+].O1CCOCC1. (8) Reactant: C([O:5][C:6](=[O:45])[CH2:7][N:8]1[C:14](=[O:15])[CH2:13][CH2:12][N:11]([C:16](=[O:39])[NH:17][CH2:18][C:19]2[CH:24]=[CH:23][C:22]([C:25]([N:27]3[CH2:33][CH2:32][CH2:31][CH2:30][C:29]4[CH:34]=[CH:35][CH:36]=[CH:37][C:28]3=4)=[O:26])=[CH:21][C:20]=2[CH3:38])[C:10]2[C:40]([F:44])=[CH:41][CH:42]=[CH:43][C:9]1=2)(C)(C)C.FC(F)(F)C(O)=O. Product: [F:44][C:40]1[C:10]2[N:11]([C:16](=[O:39])[NH:17][CH2:18][C:19]3[CH:24]=[CH:23][C:22]([C:25]([N:27]4[CH2:33][CH2:32][CH2:31][CH2:30][C:29]5[CH:34]=[CH:35][CH:36]=[CH:37][C:28]4=5)=[O:26])=[CH:21][C:20]=3[CH3:38])[CH2:12][CH2:13][C:14](=[O:15])[N:8]([CH2:7][C:6]([OH:45])=[O:5])[C:9]=2[CH:43]=[CH:42][CH:41]=1. The catalyst class is: 4. (9) Reactant: Cl[C:2]1[N:7]=[C:6]([C:8]2[CH:9]=[N:10][CH:11]=[CH:12][CH:13]=2)[N:5]=[C:4]2[N:14]([CH3:17])[N:15]=[CH:16][C:3]=12.[NH2:18][C:19]1[CH:20]=[C:21]([NH:26][C:27](=[O:38])[C:28]2[CH:33]=[CH:32][CH:31]=[C:30]([C:34]([F:37])([F:36])[F:35])[CH:29]=2)[CH:22]=[CH:23][C:24]=1[CH3:25]. Product: [CH3:25][C:24]1[CH:23]=[CH:22][C:21]([NH:26][C:27](=[O:38])[C:28]2[CH:33]=[CH:32][CH:31]=[C:30]([C:34]([F:35])([F:36])[F:37])[CH:29]=2)=[CH:20][C:19]=1[NH:18][C:2]1[N:7]=[C:6]([C:8]2[CH:9]=[N:10][CH:11]=[CH:12][CH:13]=2)[N:5]=[C:4]2[N:14]([CH3:17])[N:15]=[CH:16][C:3]=12. The catalyst class is: 107. (10) Reactant: [O:1]1[C:5]2[CH:6]=[C:7]([C:10]3([C:13]([NH:15][C:16]4[N:21]=[C:20]([C:22]5[CH:23]=[N:24][C:25]([O:28]C)=[CH:26][CH:27]=5)[CH:19]=[C:18]([CH3:30])[CH:17]=4)=[O:14])[CH2:12][CH2:11]3)[CH:8]=[CH:9][C:4]=2[CH2:3][CH2:2]1.[Si](I)(C)(C)C. Product: [O:1]1[C:5]2[CH:6]=[C:7]([C:10]3([C:13]([NH:15][C:16]4[CH:17]=[C:18]([CH3:30])[CH:19]=[C:20]([C:22]5[CH:27]=[CH:26][C:25](=[O:28])[NH:24][CH:23]=5)[N:21]=4)=[O:14])[CH2:12][CH2:11]3)[CH:8]=[CH:9][C:4]=2[CH2:3][CH2:2]1. The catalyst class is: 5.